Dataset: Catalyst prediction with 721,799 reactions and 888 catalyst types from USPTO. Task: Predict which catalyst facilitates the given reaction. (1) Reactant: [CH3:1][C:2]1[CH:20]=[CH:19][C:18]([N+:21]([O-])=O)=[CH:17][C:3]=1[O:4][C:5]1[CH:6]=[CH:7][C:8]([N+:14]([O-])=O)=[C:9]([CH:13]=1)[C:10]([OH:12])=[O:11]. Product: [NH2:14][C:8]1[CH:7]=[CH:6][C:5]([O:4][C:3]2[CH:17]=[C:18]([NH2:21])[CH:19]=[CH:20][C:2]=2[CH3:1])=[CH:13][C:9]=1[C:10]([OH:12])=[O:11]. The catalyst class is: 19. (2) Reactant: [Br:1][C:2]1[C:11]2[C:10]([S:12](Cl)(=[O:14])=[O:13])=[CH:9][CH:8]=[CH:7][C:6]=2[CH:5]=[N:4][CH:3]=1.[C:16]([O:20][C:21]([NH:23][C@H:24]1[CH2:28][CH2:27][NH:26][CH2:25]1)=[O:22])([CH3:19])([CH3:18])[CH3:17].C(N(CC)CC)C. Product: [C:16]([O:20][C:21]([NH:23][C@H:24]1[CH2:28][CH2:27][N:26]([S:12]([C:10]2[C:11]3[C:2]([Br:1])=[CH:3][N:4]=[CH:5][C:6]=3[CH:7]=[CH:8][CH:9]=2)(=[O:14])=[O:13])[CH2:25]1)=[O:22])([CH3:19])([CH3:17])[CH3:18]. The catalyst class is: 2. (3) Reactant: [Cl:1][C:2]1[N:7]=[CH:6][N:5]=[C:4]([C:8](Cl)=[O:9])[CH:3]=1.[Cl-].[Cl-].[Cl-].[Al+3].[CH3:15][C:16]1[C:24]2[O:23][CH2:22][CH2:21][C:20]=2[CH:19]=[CH:18][CH:17]=1.O. Product: [Cl:1][C:2]1[N:7]=[CH:6][N:5]=[C:4]([C:8]([C:18]2[CH:17]=[C:16]([CH3:15])[C:24]3[O:23][CH2:22][CH2:21][C:20]=3[CH:19]=2)=[O:9])[CH:3]=1. The catalyst class is: 2. (4) Reactant: [N:1]([C@H:4]1[CH2:8][CH2:7][N:6]([CH2:9][C@@H:10]([N:17]([CH3:29])[C:18](=[O:28])[CH2:19][C:20]2[CH:25]=[CH:24][C:23]([Cl:26])=[C:22]([Cl:27])[CH:21]=2)[C:11]2[CH:16]=[CH:15][CH:14]=[CH:13][CH:12]=2)[CH2:5]1)=[N+]=[N-].O.C1C=CC(P(C2C=CC=CC=2)C2C=CC=CC=2)=CC=1. Product: [NH2:1][C@H:4]1[CH2:8][CH2:7][N:6]([CH2:9][C@@H:10]([N:17]([CH3:29])[C:18](=[O:28])[CH2:19][C:20]2[CH:25]=[CH:24][C:23]([Cl:26])=[C:22]([Cl:27])[CH:21]=2)[C:11]2[CH:12]=[CH:13][CH:14]=[CH:15][CH:16]=2)[CH2:5]1. The catalyst class is: 7. (5) Reactant: [CH3:1][C:2]1([CH3:22])[CH2:7][CH2:6][C:5]([C:8]2[CH:13]=[CH:12][C:11]([O:14][CH3:15])=[CH:10][C:9]=2[N:16]2[CH2:21][CH2:20][NH:19][CH2:18][CH2:17]2)=[CH:4][CH2:3]1.[CH:23](=O)[CH2:24][CH2:25][CH2:26][CH3:27].C(O[BH-](OC(=O)C)OC(=O)C)(=O)C.[Na+].C(O)(=O)C.C(=O)([O-])O.[Na+]. Product: [CH3:1][C:2]1([CH3:22])[CH2:7][CH2:6][C:5]([C:8]2[CH:13]=[CH:12][C:11]([O:14][CH3:15])=[CH:10][C:9]=2[N:16]2[CH2:21][CH2:20][N:19]([CH2:23][CH2:24][CH2:25][CH2:26][CH3:27])[CH2:18][CH2:17]2)=[CH:4][CH2:3]1. The catalyst class is: 7. (6) Reactant: [Cl:1][C:2]1[CH:3]=[C:4]([CH:7]=[CH:8][CH:9]=1)[C:5]#[N:6].[Li+].C[Si]([N-][Si](C)(C)C)(C)C.[C:20]([C:22]([O:24][CH3:25])=[O:23])#N. Product: [CH3:25][O:24][C:22](=[O:23])[CH2:20][C:9]1[CH:8]=[CH:7][C:4]([C:5]#[N:6])=[CH:3][C:2]=1[Cl:1]. The catalyst class is: 1. (7) Reactant: C(=O)([O-])[O-].[K+].[K+].Cl.[CH3:8][C:9]1[N:10]=[CH:11][N:12]([C:14]2[C:19](=[O:20])[NH:18][C:17]([C:21]([OH:23])=O)=[CH:16][CH:15]=2)[CH:13]=1.Cl.[Cl:25][CH2:26][CH2:27][NH:28][CH2:29][CH2:30]Cl.F[P-](F)(F)(F)(F)F.N1(OC(N(C)C)=[N+](C)C)C2N=CC=CC=2N=N1. Product: [Cl:25][CH2:26][CH2:27][N:28]1[CH2:29][CH2:30][N:18]2[C:19](=[O:20])[C:14]([N:12]3[CH:13]=[C:9]([CH3:8])[N:10]=[CH:11]3)=[CH:15][CH:16]=[C:17]2[C:21]1=[O:23]. The catalyst class is: 35. (8) Reactant: [S:1]1[C:5]([C:6]([OH:8])=O)=[CH:4][N:3]=[CH:2]1.[Li]CCCC.CN(OC)[C:16](=[O:21])[C:17]([F:20])([F:19])[F:18].[CH:24]1[CH:25]=[CH:26][C:27]2N(O)N=N[C:28]=2[CH:29]=1.C[CH2:35][N:36]=[C:37]=NCCCN(C)C.C(CN)C1C=CC=CC=1. Product: [CH2:35]([N:36]([CH3:37])[C:6]([C:5]1[S:1][C:2]([C:16](=[O:21])[C:17]([F:18])([F:19])[F:20])=[N:3][CH:4]=1)=[O:8])[C:28]1[CH:27]=[CH:26][CH:25]=[CH:24][CH:29]=1. The catalyst class is: 118.